This data is from Full USPTO retrosynthesis dataset with 1.9M reactions from patents (1976-2016). The task is: Predict the reactants needed to synthesize the given product. Given the product [C:37]([NH:1][C:2]1[N:7]=[C:6]([C:8]([NH:10][CH2:11][C:12]2[CH:13]=[CH:14][C:15]([NH:18][C:19]([C:21]3[CH:26]=[CH:25][CH:24]=[CH:23][C:22]=3[C:27]3[CH:28]=[CH:29][C:30]([C:33]([F:36])([F:34])[F:35])=[CH:31][CH:32]=3)=[O:20])=[CH:16][CH:17]=2)=[O:9])[CH:5]=[CH:4][CH:3]=1)(=[O:39])[CH3:38], predict the reactants needed to synthesize it. The reactants are: [NH2:1][C:2]1[N:7]=[C:6]([C:8]([NH:10][CH2:11][C:12]2[CH:17]=[CH:16][C:15]([NH:18][C:19]([C:21]3[CH:26]=[CH:25][CH:24]=[CH:23][C:22]=3[C:27]3[CH:32]=[CH:31][C:30]([C:33]([F:36])([F:35])[F:34])=[CH:29][CH:28]=3)=[O:20])=[CH:14][CH:13]=2)=[O:9])[CH:5]=[CH:4][CH:3]=1.[C:37](OC(=O)C)(=[O:39])[CH3:38].O.